This data is from hERG potassium channel inhibition data for cardiac toxicity prediction from Karim et al.. The task is: Regression/Classification. Given a drug SMILES string, predict its toxicity properties. Task type varies by dataset: regression for continuous values (e.g., LD50, hERG inhibition percentage) or binary classification for toxic/non-toxic outcomes (e.g., AMES mutagenicity, cardiotoxicity, hepatotoxicity). Dataset: herg_karim. (1) The molecule is CCN(CCc1c[nH]c2ccccc12)Cc1ccc(C=CC(=O)NO)cc1. The result is 1 (blocker). (2) The molecule is CN1CCC(N(C)C(=O)N2CC(c3cc(F)ccc3F)=C[C@@]2(CO)c2ccccc2)CC1. The result is 0 (non-blocker).